From a dataset of Peptide-MHC class II binding affinity with 134,281 pairs from IEDB. Regression. Given a peptide amino acid sequence and an MHC pseudo amino acid sequence, predict their binding affinity value. This is MHC class II binding data. (1) The peptide sequence is RHNWVNHAVPLAMKLI. The MHC is DRB1_1201 with pseudo-sequence DRB1_1201. The binding affinity (normalized) is 0.437. (2) The peptide sequence is INVGFKAAVAAAAGV. The MHC is HLA-DPA10201-DPB10501 with pseudo-sequence HLA-DPA10201-DPB10501. The binding affinity (normalized) is 0.358. (3) The peptide sequence is AAASVPAADKFKTFE. The MHC is DRB1_0802 with pseudo-sequence DRB1_0802. The binding affinity (normalized) is 0.359. (4) The peptide sequence is PKIFFRPTTITANVS. The MHC is H-2-IAb with pseudo-sequence H-2-IAb. The binding affinity (normalized) is 0.727. (5) The peptide sequence is KKPIAVGGLLMMLVSVA. The MHC is DRB3_0101 with pseudo-sequence DRB3_0101. The binding affinity (normalized) is 0.470. (6) The peptide sequence is ATPPPPPPPQLGASP. The MHC is HLA-DQA10501-DQB10301 with pseudo-sequence HLA-DQA10501-DQB10301. The binding affinity (normalized) is 0.389. (7) The binding affinity (normalized) is 0.664. The MHC is DRB1_1001 with pseudo-sequence DRB1_1001. The peptide sequence is FVAGAKYMVIQGEPG. (8) The peptide sequence is SQDQELSWNLNGLQAY. The MHC is DRB1_1302 with pseudo-sequence DRB1_1302. The binding affinity (normalized) is 0.608. (9) The peptide sequence is ATSPTAEGGKATTEE. The MHC is HLA-DPA10201-DPB10101 with pseudo-sequence HLA-DPA10201-DPB10101. The binding affinity (normalized) is 0. (10) The peptide sequence is SFDDIAVLLPQYDVI. The MHC is DRB1_0101 with pseudo-sequence DRB1_0101. The binding affinity (normalized) is 0.777.